Dataset: Full USPTO retrosynthesis dataset with 1.9M reactions from patents (1976-2016). Task: Predict the reactants needed to synthesize the given product. (1) Given the product [F:9][C:8](=[CH:32][C:29]1[CH:28]=[CH:27][C:26]([C:22]2[CH:23]=[CH:24][CH:25]=[C:20]([NH:19][CH3:18])[CH:21]=2)=[CH:31][CH:30]=1)[C:6]([O:5][CH2:4][CH3:3])=[O:7], predict the reactants needed to synthesize it. The reactants are: [H-].[Na+].[CH3:3][CH2:4][O:5][C:6]([CH:8](P(OCC)(OCC)=O)[F:9])=[O:7].[CH3:18][NH:19][C:20]1[CH:21]=[C:22]([C:26]2[CH:31]=[CH:30][C:29]([CH:32]=O)=[CH:28][CH:27]=2)[CH:23]=[CH:24][CH:25]=1.[Cl-].[NH4+]. (2) Given the product [CH:6]([C:4]1[N:3]=[CH:2][N:1]([CH2:11][C:12]([NH2:14])=[O:13])[CH:5]=1)=[O:7], predict the reactants needed to synthesize it. The reactants are: [NH:1]1[CH:5]=[C:4]([CH:6]=[O:7])[N:3]=[CH:2]1.[H-].[Na+].Br[CH2:11][C:12]([NH2:14])=[O:13]. (3) Given the product [CH3:4][N:5]1[CH2:10][CH2:9][N:8]([C:11]([O:13][C@@H:14]2[N:23]([C:24]3[CH:25]=[CH:26][C:27]([Cl:30])=[CH:28][N:29]=3)[C:21](=[O:22])[C:16]3[N:17]=[CH:18][CH:19]=[N:20][C:15]2=3)=[O:12])[CH2:7][CH2:6]1, predict the reactants needed to synthesize it. The reactants are: ClCCl.[CH3:4][N:5]1[CH2:10][CH2:9][N:8]([C:11]([O:13][C@@H:14]2[N:23]([C:24]3[CH:25]=[CH:26][C:27]([Cl:30])=[CH:28][N:29]=3)[C:21](=[O:22])[C:16]3[N:17]=[CH:18][CH:19]=[N:20][C:15]2=3)=[O:12])[CH2:7][CH2:6]1.C(N[C@H](C([O-])=O)CC([O-])=O)(=O)C.C(=O)([O-])[O-].[K+].[K+]. (4) Given the product [F:15][C:16]1[CH:21]=[CH:20][C:19]([C:27]2([CH3:26])[CH:29]([CH3:25])[O:28]2)=[CH:18][CH:17]=1, predict the reactants needed to synthesize it. The reactants are: CS(C)=O.[H-].[Na+].[I-].C([S+](CC)CC)C.[F:15][C:16]1[CH:21]=[CH:20][C:19](C(=O)C)=[CH:18][CH:17]=1.[CH2:25]1[CH2:29][O:28][CH2:27][CH2:26]1. (5) Given the product [F:1][C:2]([F:9])([F:8])[CH2:3][CH2:4][C:5]([N:40]1[CH2:44][CH2:43][C@@H:42]([C:45]2[O:49][N:48]=[C:47]([C:50]3[S:51][CH:52]=[CH:53][N:54]=3)[N:46]=2)[CH2:41]1)=[O:6], predict the reactants needed to synthesize it. The reactants are: [F:1][C:2]([F:9])([F:8])[CH2:3][CH2:4][C:5](O)=[O:6].CCN=C=NCCCN(C)C.C1C=CC2N(O)N=NC=2C=1.CCN(C(C)C)C(C)C.[NH:40]1[CH2:44][CH2:43][C@@H:42]([C:45]2[O:49][N:48]=[C:47]([C:50]3[S:51][CH:52]=[CH:53][N:54]=3)[N:46]=2)[CH2:41]1.